From a dataset of Catalyst prediction with 721,799 reactions and 888 catalyst types from USPTO. Predict which catalyst facilitates the given reaction. Reactant: Cl.[NH2:2][C@@H:3]([CH:9]([CH3:11])[CH3:10])[CH2:4][C:5]([O:7][CH3:8])=[O:6].CCN(CC)CC.[C:19](Cl)([O:21][CH2:22][C:23]1[CH:28]=[CH:27][CH:26]=[CH:25][CH:24]=1)=[O:20]. Product: [CH2:22]([O:21][C:19]([NH:2][C@@H:3]([CH:9]([CH3:11])[CH3:10])[CH2:4][C:5]([O:7][CH3:8])=[O:6])=[O:20])[C:23]1[CH:28]=[CH:27][CH:26]=[CH:25][CH:24]=1. The catalyst class is: 1.